Dataset: NCI-60 drug combinations with 297,098 pairs across 59 cell lines. Task: Regression. Given two drug SMILES strings and cell line genomic features, predict the synergy score measuring deviation from expected non-interaction effect. (1) Drug 1: C1CCC(C1)C(CC#N)N2C=C(C=N2)C3=C4C=CNC4=NC=N3. Drug 2: C1=CC=C(C(=C1)C(C2=CC=C(C=C2)Cl)C(Cl)Cl)Cl. Cell line: SN12C. Synergy scores: CSS=7.70, Synergy_ZIP=-2.65, Synergy_Bliss=-2.61, Synergy_Loewe=-3.60, Synergy_HSA=-1.76. (2) Drug 1: CC1=C(C(CCC1)(C)C)C=CC(=CC=CC(=CC(=O)O)C)C. Drug 2: C1=NC2=C(N1)C(=S)N=CN2. Cell line: A549. Synergy scores: CSS=33.5, Synergy_ZIP=-4.98, Synergy_Bliss=-2.49, Synergy_Loewe=2.75, Synergy_HSA=3.40.